From a dataset of Catalyst prediction with 721,799 reactions and 888 catalyst types from USPTO. Predict which catalyst facilitates the given reaction. (1) Reactant: N[C:2]1[CH:10]=[CH:9][C:5]([C:6]([OH:8])=[O:7])=[C:4]([OH:11])[C:3]=1[OH:12].[BrH:13].N([O-])=O.[Na+]. Product: [Br:13][C:2]1[CH:10]=[CH:9][C:5]([C:6]([OH:8])=[O:7])=[C:4]([OH:11])[C:3]=1[OH:12]. The catalyst class is: 6. (2) Reactant: [NH2:1][C:2]1[CH:25]=[CH:24][C:23]([N:26]2[CH2:31][CH2:30][CH2:29][CH2:28][CH2:27]2)=[CH:22][C:3]=1[C:4]([NH:6][C:7]1[CH:11]=[CH:10][N:9]([C:12]2[CH:17]=[CH:16][CH:15]=[C:14]([C:18]([F:21])([F:20])[F:19])[CH:13]=2)[N:8]=1)=[O:5].[CH2:32]([N:34]([CH2:49][CH3:50])[CH2:35][CH2:36][N:37]([CH2:39][C:40]1[CH:41]=[C:42]([CH:46]=[CH:47][CH:48]=1)[C:43](O)=[O:44])[CH3:38])[CH3:33].CCN=C=NCCCN(C)C.Cl. Product: [CH2:49]([N:34]([CH2:32][CH3:33])[CH2:35][CH2:36][N:37]([CH2:39][C:40]1[CH:41]=[C:42]([CH:46]=[CH:47][CH:48]=1)[C:43]([NH:1][C:2]1[CH:25]=[CH:24][C:23]([N:26]2[CH2:31][CH2:30][CH2:29][CH2:28][CH2:27]2)=[CH:22][C:3]=1[C:4]([NH:6][C:7]1[CH:11]=[CH:10][N:9]([C:12]2[CH:17]=[CH:16][CH:15]=[C:14]([C:18]([F:20])([F:21])[F:19])[CH:13]=2)[N:8]=1)=[O:5])=[O:44])[CH3:38])[CH3:50]. The catalyst class is: 112. (3) Reactant: [CH:1]([NH:4][C:5]([N:7]1[CH2:12][CH2:11][CH:10]([CH2:13][N:14]([CH2:32][CH3:33])[CH:15]2[CH2:24][CH2:23][C:22]3[C:17](=[CH:18][C:19]([NH:25]C(=O)C(F)(F)F)=[CH:20][CH:21]=3)[CH2:16]2)[CH2:9][CH2:8]1)=[O:6])([CH3:3])[CH3:2].C(=O)([O-])[O-].[K+].[K+]. Product: [CH:1]([NH:4][C:5]([N:7]1[CH2:8][CH2:9][CH:10]([CH2:13][N:14]([CH:15]2[CH2:24][CH2:23][C:22]3[C:17](=[CH:18][C:19]([NH2:25])=[CH:20][CH:21]=3)[CH2:16]2)[CH2:32][CH3:33])[CH2:11][CH2:12]1)=[O:6])([CH3:2])[CH3:3]. The catalyst class is: 24. (4) Reactant: [C:1]([O:5][C:6]1[CH:15]=[C:14](/[CH:16]=[CH:17]/[C:18]2[CH:23]=[CH:22][CH:21]=[C:20]([F:24])[CH:19]=2)[C:13]2[C:8](=[CH:9][CH:10]=[C:11]([C:25]([C:27]3[CH:32]=[CH:31][C:30]([Cl:33])=[CH:29][CH:28]=3)=[O:26])[CH:12]=2)[N:7]=1)([CH3:4])([CH3:3])[CH3:2].[S:34]1[CH:38]=[CH:37][C:36]([Mg]Br)=[CH:35]1. Product: [C:1]([O:5][C:6]1[CH:15]=[C:14](/[CH:16]=[CH:17]/[C:18]2[CH:23]=[CH:22][CH:21]=[C:20]([F:24])[CH:19]=2)[C:13]2[C:8](=[CH:9][CH:10]=[C:11]([C:25]([C:27]3[CH:32]=[CH:31][C:30]([Cl:33])=[CH:29][CH:28]=3)([C:36]3[CH:37]=[CH:38][S:34][CH:35]=3)[OH:26])[CH:12]=2)[N:7]=1)([CH3:4])([CH3:2])[CH3:3]. The catalyst class is: 1. (5) Reactant: N1CCCCC1.C(O)(=O)C.[CH2:11]([O:18][C:19]1[CH:26]=[CH:25][C:22]([CH:23]=O)=[C:21]([O:27][CH3:28])[CH:20]=1)[C:12]1[CH:17]=[CH:16][CH:15]=[CH:14][CH:13]=1.[C:29]([O:37][CH2:38][CH3:39])(=[O:36])[CH2:30][C:31]([O:33][CH2:34][CH3:35])=[O:32]. Product: [CH2:11]([O:18][C:19]1[CH:26]=[CH:25][C:22]([CH:23]=[C:30]([C:31]([O:33][CH2:34][CH3:35])=[O:32])[C:29]([O:37][CH2:38][CH3:39])=[O:36])=[C:21]([O:27][CH3:28])[CH:20]=1)[C:12]1[CH:17]=[CH:16][CH:15]=[CH:14][CH:13]=1. The catalyst class is: 11. (6) Reactant: [CH3:1][CH:2]([O:4][C:5]1[CH:12]=[CH:11][C:10]([C:13]2[O:17][N:16]=[C:15]([C:18]3[C:28]4[O:27][CH2:26][CH2:25][NH:24][CH2:23][C:22]=4[CH:21]=[CH:20][CH:19]=3)[N:14]=2)=[CH:9][C:6]=1[C:7]#[N:8])[CH3:3].C(N(CC)C(C)C)(C)C.Br[CH2:39][CH2:40][CH2:41][CH2:42][C:43]([O:45][CH2:46][CH3:47])=[O:44]. Product: [C:7]([C:6]1[CH:9]=[C:10]([C:13]2[O:17][N:16]=[C:15]([C:18]3[C:28]4[O:27][CH2:26][CH2:25][N:24]([CH2:39][CH2:40][CH2:41][CH2:42][C:43]([O:45][CH2:46][CH3:47])=[O:44])[CH2:23][C:22]=4[CH:21]=[CH:20][CH:19]=3)[N:14]=2)[CH:11]=[CH:12][C:5]=1[O:4][CH:2]([CH3:1])[CH3:3])#[N:8]. The catalyst class is: 10.